Dataset: Full USPTO retrosynthesis dataset with 1.9M reactions from patents (1976-2016). Task: Predict the reactants needed to synthesize the given product. The reactants are: [CH3:1][O-:2].[Na+].[Cl:4][C:5]1[CH:10]=[C:9](F)[C:8]([F:12])=[CH:7][C:6]=1[N+:13]([O-:15])=[O:14]. Given the product [Cl:4][C:5]1[CH:10]=[C:9]([O:2][CH3:1])[C:8]([F:12])=[CH:7][C:6]=1[N+:13]([O-:15])=[O:14], predict the reactants needed to synthesize it.